Dataset: Full USPTO retrosynthesis dataset with 1.9M reactions from patents (1976-2016). Task: Predict the reactants needed to synthesize the given product. (1) Given the product [CH2:1]([O:3][C:4]([CH:6]1[CH2:11][CH2:10][CH2:9][CH2:8][CH2:7]1)=[O:5])[CH3:2], predict the reactants needed to synthesize it. The reactants are: [CH2:1]([O:3][C:4]([CH:6]1[CH2:11][CH2:10][CH2:9][CH2:8][CH:7]1NCCC(C)C)=[O:5])[CH3:2].CS(NC1C=CC2NC(CC(O)=O)=NS(=O)(=O)C=2C=1)(=O)=O.C1(N=C=NC2CCCCC2)CCCCC1. (2) Given the product [OH:56][C:42]1[CH:43]=[CH:44][C:45]([C:2]2[C:10]3[C:9]([NH:11][C@H:12]([C:14]4[N:19]([C:20]5[CH:25]=[CH:24][CH:23]=[CH:22][CH:21]=5)[C:18](=[O:26])[C:17]5=[C:27]([CH3:30])[CH:28]=[CH:29][N:16]5[N:15]=4)[CH3:13])=[N:8][CH:7]=[N:6][C:5]=3[N:4]([CH2:31][O:32][CH2:33][CH2:34][Si:35]([CH3:38])([CH3:37])[CH3:36])[CH:3]=2)=[CH:46][C:41]=1[O:40][CH3:39], predict the reactants needed to synthesize it. The reactants are: Br[C:2]1[C:10]2[C:9]([NH:11][C@H:12]([C:14]3[N:19]([C:20]4[CH:25]=[CH:24][CH:23]=[CH:22][CH:21]=4)[C:18](=[O:26])[C:17]4=[C:27]([CH3:30])[CH:28]=[CH:29][N:16]4[N:15]=3)[CH3:13])=[N:8][CH:7]=[N:6][C:5]=2[N:4]([CH2:31][O:32][CH2:33][CH2:34][Si:35]([CH3:38])([CH3:37])[CH3:36])[CH:3]=1.[CH3:39][O:40][C:41]1[CH:46]=[C:45](B2OC(C)(C)C(C)(C)O2)[CH:44]=[CH:43][C:42]=1[OH:56].C(=O)([O-])[O-].[Na+].[Na+]. (3) Given the product [CH:32]1([CH2:31][NH:30][S:29]([C:26]2[CH:27]=[CH:28][C:20]([N:37]3[CH2:42][CH2:41][O:40][CH2:39][CH2:38]3)=[C:21]([CH:25]=2)[C:22]([OH:24])=[O:23])(=[O:36])=[O:35])[CH2:34][CH2:33]1, predict the reactants needed to synthesize it. The reactants are: CS(C1C=CC(N2CCCC2)=C(C=1)C(O)=O)(=O)=O.Cl[C:20]1[CH:28]=[CH:27][C:26]([S:29](=[O:36])(=[O:35])[NH:30][CH2:31][CH:32]2[CH2:34][CH2:33]2)=[CH:25][C:21]=1[C:22]([OH:24])=[O:23].[NH:37]1[CH2:42][CH2:41][O:40][CH2:39][CH2:38]1.